From a dataset of Forward reaction prediction with 1.9M reactions from USPTO patents (1976-2016). Predict the product of the given reaction. Given the reactants [C:1]([N:8]1[CH2:13][CH2:12][NH:11][CH2:10][CH2:9]1)([O:3][C:4]([CH3:7])([CH3:6])[CH3:5])=[O:2].C(=O)([O-])O.[Na+].ClCCl.[N:22]#[C:23]Br, predict the reaction product. The product is: [C:23]([N:11]1[CH2:10][CH2:9][N:8]([C:1]([O:3][C:4]([CH3:7])([CH3:6])[CH3:5])=[O:2])[CH2:13][CH2:12]1)#[N:22].